From a dataset of NCI-60 drug combinations with 297,098 pairs across 59 cell lines. Regression. Given two drug SMILES strings and cell line genomic features, predict the synergy score measuring deviation from expected non-interaction effect. (1) Drug 1: COC1=NC(=NC2=C1N=CN2C3C(C(C(O3)CO)O)O)N. Drug 2: CC(C)(C#N)C1=CC(=CC(=C1)CN2C=NC=N2)C(C)(C)C#N. Cell line: DU-145. Synergy scores: CSS=37.0, Synergy_ZIP=1.23, Synergy_Bliss=3.31, Synergy_Loewe=2.24, Synergy_HSA=1.50. (2) Drug 1: CNC(=O)C1=NC=CC(=C1)OC2=CC=C(C=C2)NC(=O)NC3=CC(=C(C=C3)Cl)C(F)(F)F. Drug 2: C1=NC2=C(N1)C(=S)N=CN2. Cell line: NCI-H322M. Synergy scores: CSS=39.4, Synergy_ZIP=-2.29, Synergy_Bliss=-1.85, Synergy_Loewe=-44.8, Synergy_HSA=-1.36. (3) Drug 1: CN(C)C1=NC(=NC(=N1)N(C)C)N(C)C. Drug 2: CC12CCC3C(C1CCC2O)C(CC4=C3C=CC(=C4)O)CCCCCCCCCS(=O)CCCC(C(F)(F)F)(F)F. Cell line: HOP-92. Synergy scores: CSS=-6.47, Synergy_ZIP=-2.95, Synergy_Bliss=-11.1, Synergy_Loewe=-13.1, Synergy_HSA=-11.7. (4) Drug 1: C1=C(C(=O)NC(=O)N1)F. Drug 2: CC(C)NC(=O)C1=CC=C(C=C1)CNNC.Cl. Cell line: IGROV1. Synergy scores: CSS=42.0, Synergy_ZIP=16.5, Synergy_Bliss=16.6, Synergy_Loewe=7.98, Synergy_HSA=14.5.